From a dataset of Full USPTO retrosynthesis dataset with 1.9M reactions from patents (1976-2016). Predict the reactants needed to synthesize the given product. (1) Given the product [C@@H:6]1([O:24][C:25]2[C:29]([CH2:30][C:31]3[CH:36]=[CH:35][C:34](/[CH:37]=[CH:38]/[C:39](=[O:40])[NH:53][CH2:52][CH2:51][NH:50][S:46](=[O:49])(=[O:48])[NH2:47])=[CH:33][C:32]=3[CH3:42])=[C:28]([CH:43]([CH3:45])[CH3:44])[NH:27][N:26]=2)[O:7][C@H:8]([CH2:19][OH:20])[C@@H:9]([OH:15])[C@H:10]([OH:11])[C@H:5]1[OH:4], predict the reactants needed to synthesize it. The reactants are: C([O:4][C@@H:5]1[C@@H:10]([O:11]C(=O)C)[C@H:9]([O:15]C(=O)C)[C@@H:8]([CH2:19][O:20]C(=O)C)[O:7][C@H:6]1[O:24][C:25]1[C:29]([CH2:30][C:31]2[CH:36]=[CH:35][C:34](/[CH:37]=[CH:38]/[C:39](O)=[O:40])=[CH:33][C:32]=2[CH3:42])=[C:28]([CH:43]([CH3:45])[CH3:44])[NH:27][N:26]=1)(=O)C.[S:46]([NH:50][CH2:51][CH2:52][NH2:53])(=[O:49])(=[O:48])[NH2:47].[Cl-].[NH4+]. (2) Given the product [F:44][C:40]1[CH:39]=[C:38]([C@H:37]2[O:36][C:35](=[O:45])[NH:34][C@@H:33]2[C:29]2[CH:30]=[N:31][CH:32]=[C:27]([C:47]#[C:46][C:48]3([CH3:54])[CH2:53][CH2:52][CH2:51][CH2:50][CH2:49]3)[CH:28]=2)[CH:43]=[CH:42][CH:41]=1, predict the reactants needed to synthesize it. The reactants are: CN(C)CC#CC1C=C([C@@H]2[C@@H](C3C=CC=C(F)C=3)OC(=O)N2)C=NC=1.Br[C:27]1[CH:28]=[C:29]([C@@H:33]2[C@@H:37]([C:38]3[CH:43]=[CH:42][CH:41]=[C:40]([F:44])[CH:39]=3)[O:36][C:35](=[O:45])[NH:34]2)[CH:30]=[N:31][CH:32]=1.[C:46]([C:48]1([CH3:54])[CH2:53][CH2:52][CH2:51][CH2:50][CH2:49]1)#[CH:47]. (3) The reactants are: [S-:1][C:2]#[N:3].[K+].[Cl-].[CH3:6][N:7]([CH3:13])[CH:8]1[CH2:12][CH2:11][NH:10][CH2:9]1. Given the product [CH3:6][N:7]([CH3:13])[CH:8]1[CH2:12][CH2:11][N:10]([C:2](=[S:1])[NH2:3])[CH2:9]1, predict the reactants needed to synthesize it. (4) Given the product [CH3:52][C@@H:41]1[NH:42][CH2:43][CH2:44][N:39]([CH2:38][C:36]2[N:37]=[C:32]([C:28]3[CH:27]=[C:26]([CH2:25][NH:24][C:18](=[O:20])[C:17]4[CH:21]=[CH:22][CH:23]=[C:15]([CH2:14][CH:11]5[CH2:10][CH2:9][NH:8][CH2:13][CH2:12]5)[CH:16]=4)[CH:31]=[CH:30][CH:29]=3)[CH:33]=[CH:34][CH:35]=2)[CH2:40]1, predict the reactants needed to synthesize it. The reactants are: CC(OC([N:8]1[CH2:13][CH2:12][CH:11]([CH2:14][C:15]2[CH:16]=[C:17]([CH:21]=[CH:22][CH:23]=2)[C:18]([OH:20])=O)[CH2:10][CH2:9]1)=O)(C)C.[NH2:24][CH2:25][C:26]1[CH:27]=[C:28]([C:32]2[N:37]=[C:36]([CH2:38][N:39]3[CH2:44][CH2:43][N:42](C(OC(C)(C)C)=O)[C@@H:41]([CH3:52])[CH2:40]3)[CH:35]=[CH:34][CH:33]=2)[CH:29]=[CH:30][CH:31]=1.C(Cl)CCl.C1C=CC2N(O)N=NC=2C=1.C([O-])([O-])=O.[Na+].[Na+].C(O)(C(F)(F)F)=O. (5) Given the product [CH3:15][C@H:10]1[O:11][C@@H:12]([CH3:14])[CH2:13][N:8]([C:5]2[C:4]([CH:16]=[O:17])=[CH:3][C:2]([C:23]3[CH:28]=[CH:27][C:26]([F:29])=[CH:25][CH:24]=3)=[CH:7][N:6]=2)[CH2:9]1, predict the reactants needed to synthesize it. The reactants are: Br[C:2]1[CH:3]=[C:4]([CH:16]=[O:17])[C:5]([N:8]2[CH2:13][C@@H:12]([CH3:14])[O:11][C@@H:10]([CH3:15])[CH2:9]2)=[N:6][CH:7]=1.C([Sn](CCCC)(CCCC)[C:23]1[CH:28]=[CH:27][C:26]([F:29])=[CH:25][CH:24]=1)CCC. (6) Given the product [CH:18]1[C:12]2[N:11]3[C:7]([C@@H:6]4[C@H:2]([CH3:1])[CH2:3][N:4]([C:29]([NH:31][CH2:32][C:33]([F:34])([F:35])[F:36])=[O:30])[CH2:5]4)=[CH:8][N:9]=[C:10]3[CH:15]=[N:14][C:13]=2[NH:16][CH:17]=1, predict the reactants needed to synthesize it. The reactants are: [CH3:1][C@H:2]1[C@@H:6]([C:7]2[N:11]3[C:12]4[CH:18]=[CH:17][N:16](S(C5C=CC(C)=CC=5)(=O)=O)[C:13]=4[N:14]=[CH:15][C:10]3=[N:9][CH:8]=2)[CH2:5][N:4]([C:29]([NH:31][CH2:32][C:33]([F:36])([F:35])[F:34])=[O:30])[CH2:3]1.[OH-].[Na+].